From a dataset of NCI-60 drug combinations with 297,098 pairs across 59 cell lines. Regression. Given two drug SMILES strings and cell line genomic features, predict the synergy score measuring deviation from expected non-interaction effect. Drug 1: CC12CCC(CC1=CCC3C2CCC4(C3CC=C4C5=CN=CC=C5)C)O. Drug 2: C1=NC2=C(N1)C(=S)N=C(N2)N. Cell line: SN12C. Synergy scores: CSS=34.8, Synergy_ZIP=10.1, Synergy_Bliss=11.3, Synergy_Loewe=8.43, Synergy_HSA=12.0.